Dataset: Full USPTO retrosynthesis dataset with 1.9M reactions from patents (1976-2016). Task: Predict the reactants needed to synthesize the given product. (1) The reactants are: [C:1]([C:4]1[CH:5]=[C:6]([CH:10]=[CH:11][CH:12]=1)[C:7]([OH:9])=[O:8])(=[O:3])[CH3:2].[CH3:13][Si](C=[N+]=[N-])(C)C. Given the product [C:1]([C:4]1[CH:5]=[C:6]([C:7]([O:9][CH3:13])=[O:8])[CH:10]=[CH:11][CH:12]=1)(=[O:3])[CH3:2], predict the reactants needed to synthesize it. (2) Given the product [ClH:30].[C:1]1([C:24]2[CH:25]=[CH:26][CH:27]=[CH:28][CH:29]=2)[CH:2]=[CH:3][C:4]([CH2:7][O:8][C:9]2[CH:10]=[C:11]3[C:16](=[CH:17][CH:18]=2)[CH2:15][CH:14]([CH2:19][CH2:20][NH:21][CH2:22][CH3:23])[CH2:13][CH2:12]3)=[CH:5][CH:6]=1, predict the reactants needed to synthesize it. The reactants are: [C:1]1([C:24]2[CH:29]=[CH:28][CH:27]=[CH:26][CH:25]=2)[CH:6]=[CH:5][C:4]([CH2:7][O:8][C:9]2[CH:10]=[C:11]3[C:16](=[CH:17][CH:18]=2)[CH2:15][CH:14]([CH2:19][CH2:20][NH:21][CH2:22][CH3:23])[CH2:13][CH2:12]3)=[CH:3][CH:2]=1.[ClH:30]. (3) Given the product [C:19]([O:18][C:17]([NH:16][CH2:15][CH2:14][NH:13][C:1](=[O:2])[NH:8][C:12]1[CH:40]=[N:41][N:42]2[CH2:43][CH2:39][CH2:9][NH:10][C:11]=12)=[O:23])([CH3:20])([CH3:22])[CH3:21], predict the reactants needed to synthesize it. The reactants are: [C:1]([N:8]1[CH:12]=[CH:11][N:10]=[CH:9]1)(N1C=CN=C1)=[O:2].[NH2:13][CH2:14][CH2:15][NH:16][C:17](=[O:23])[O:18][C:19]([CH3:22])([CH3:21])[CH3:20].C(N(C(C)C)C(C)C)C.S(=O)(=O)(O)O.N[C:39]1[CH:40]=[N:41][N:42]2CCCN[C:43]=12. (4) Given the product [Cl:24][C:25]1[CH:30]=[CH:29][C:28]([C:2]2[C:7]([O:8][C:9]3[C:18]4[C:13](=[CH:14][C:15]([O:21][CH3:22])=[C:16]([O:19][CH3:20])[CH:17]=4)[N:12]=[CH:11][CH:10]=3)=[CH:6][CH:5]=[C:4]([CH3:23])[N:3]=2)=[CH:27][CH:26]=1, predict the reactants needed to synthesize it. The reactants are: I[C:2]1[C:7]([O:8][C:9]2[C:18]3[C:13](=[CH:14][C:15]([O:21][CH3:22])=[C:16]([O:19][CH3:20])[CH:17]=3)[N:12]=[CH:11][CH:10]=2)=[CH:6][CH:5]=[C:4]([CH3:23])[N:3]=1.[Cl:24][C:25]1[CH:30]=[CH:29][C:28](B(O)O)=[CH:27][CH:26]=1.C(=O)([O-])O.[Na+]. (5) The reactants are: [CH:1]([NH2:4])([CH3:3])[CH3:2].C([Li])CCC.F[C:11]1[CH:19]=[CH:18][C:17]([C:20]([F:23])([F:22])[F:21])=[CH:16][C:12]=1[C:13]([OH:15])=[O:14]. Given the product [CH:1]([NH:4][C:11]1[CH:19]=[CH:18][C:17]([C:20]([F:21])([F:23])[F:22])=[CH:16][C:12]=1[C:13]([OH:15])=[O:14])([CH3:3])[CH3:2], predict the reactants needed to synthesize it. (6) Given the product [CH3:20][O:21][C:22]1[CH:27]=[CH:26][C:25]([NH:28][C:29](=[O:30])[O:17][C:13]2[CH:12]=[C:11]3[C:16](=[CH:15][CH:14]=2)[N:8]([CH2:7][C:2]2[CH:3]=[CH:4][CH:5]=[CH:6][N:1]=2)[CH2:9][C:10]3([CH3:19])[CH3:18])=[CH:24][CH:23]=1, predict the reactants needed to synthesize it. The reactants are: [N:1]1[CH:6]=[CH:5][CH:4]=[CH:3][C:2]=1[CH2:7][N:8]1[C:16]2[C:11](=[CH:12][C:13]([OH:17])=[CH:14][CH:15]=2)[C:10]([CH3:19])([CH3:18])[CH2:9]1.[CH3:20][O:21][C:22]1[CH:27]=[CH:26][C:25]([N:28]=[C:29]=[O:30])=[CH:24][CH:23]=1. (7) Given the product [CH2:6]([O:5][C:4](=[O:8])[CH2:24][C:23]([C:21]1[C:20]([CH:26]([OH:29])[CH2:27][CH3:28])=[N:19][N:18]([CH2:17][C:16]2[CH:30]=[CH:31][C:13]([O:12][CH3:11])=[CH:14][CH:15]=2)[CH:22]=1)=[O:25])[CH3:7], predict the reactants needed to synthesize it. The reactants are: C(O[C:4](=[O:8])[O:5][CH2:6][CH3:7])C.[H-].[Na+].[CH3:11][O:12][C:13]1[CH:31]=[CH:30][C:16]([CH2:17][N:18]2[CH:22]=[C:21]([C:23](=[O:25])[CH3:24])[C:20]([CH:26]([OH:29])[CH2:27][CH3:28])=[N:19]2)=[CH:15][CH:14]=1.Cl.